Dataset: Forward reaction prediction with 1.9M reactions from USPTO patents (1976-2016). Task: Predict the product of the given reaction. (1) Given the reactants C1COCC1.[O:6]([C:13]1[CH:14]=[C:15]([N:19]([CH2:27][C:28]2[CH:33]=[CH:32][CH:31]=[C:30](Br)[CH:29]=2)[CH2:20][CH:21]([OH:26])[C:22]([F:25])([F:24])[F:23])[CH:16]=[CH:17][CH:18]=1)[C:7]1[CH:12]=[CH:11][CH:10]=[CH:9][CH:8]=1.[CH2:35]([Mg]Br)[C:36]1[CH:41]=[CH:40][CH:39]=[CH:38][CH:37]=1.[NH4+].[Cl-], predict the reaction product. The product is: [O:6]([C:13]1[CH:14]=[C:15]([N:19]([CH2:27][C:28]2[CH:33]=[CH:32][CH:31]=[C:30]([CH2:35][C:36]3[CH:41]=[CH:40][CH:39]=[CH:38][CH:37]=3)[CH:29]=2)[CH2:20][CH:21]([OH:26])[C:22]([F:25])([F:24])[F:23])[CH:16]=[CH:17][CH:18]=1)[C:7]1[CH:12]=[CH:11][CH:10]=[CH:9][CH:8]=1. (2) Given the reactants C[O:2][C:3](=[O:35])[C:4]1[CH:9]=[CH:8][C:7]([NH:10][C:11]([N:13]([C:18]2[N:19]([C:27]3[CH:32]=[CH:31][C:30]([Cl:33])=[CH:29][CH:28]=3)[N:20]=[C:21]3[C:26]=2[CH:25]=[CH:24][CH:23]=[CH:22]3)[CH2:14][CH2:15][O:16][CH3:17])=[O:12])=[C:6]([Cl:34])[CH:5]=1.[OH-].[Li+], predict the reaction product. The product is: [Cl:34][C:6]1[CH:5]=[C:4]([CH:9]=[CH:8][C:7]=1[NH:10][C:11]([N:13]([C:18]1[N:19]([C:27]2[CH:28]=[CH:29][C:30]([Cl:33])=[CH:31][CH:32]=2)[N:20]=[C:21]2[C:26]=1[CH:25]=[CH:24][CH:23]=[CH:22]2)[CH2:14][CH2:15][O:16][CH3:17])=[O:12])[C:3]([OH:35])=[O:2].